From a dataset of Forward reaction prediction with 1.9M reactions from USPTO patents (1976-2016). Predict the product of the given reaction. (1) Given the reactants [Br:1][C:2]1[CH:11]=[CH:10][C:9]([Cl:12])=[CH:8][C:3]=1[C:4]([O:6][CH3:7])=[O:5].[N+:13]([O-])([OH:15])=[O:14], predict the reaction product. The product is: [Br:1][C:2]1[C:11]([N+:13]([O-:15])=[O:14])=[CH:10][C:9]([Cl:12])=[CH:8][C:3]=1[C:4]([O:6][CH3:7])=[O:5]. (2) Given the reactants Cl[C:2]1[N:7]=[C:6]([C:8]2[S:12][C:11]([NH:13][CH2:14][CH3:15])=[N:10][C:9]=2[C:16]2[CH:21]=[C:20]([O:22][CH3:23])[CH:19]=[C:18]([CH3:24])[CH:17]=2)[CH:5]=[CH:4][N:3]=1.[NH2:25][C:26]1[CH:27]=[CH:28][C:29]([N:36]2[CH2:41][CH2:40][O:39][CH2:38][CH2:37]2)=[C:30]([CH:35]=1)[C:31]([O:33]C)=[O:32], predict the reaction product. The product is: [CH2:14]([NH:13][C:11]1[S:12][C:8]([C:6]2[CH:5]=[CH:4][N:3]=[C:2]([NH:25][C:26]3[CH:27]=[CH:28][C:29]([N:36]4[CH2:37][CH2:38][O:39][CH2:40][CH2:41]4)=[C:30]([CH:35]=3)[C:31]([OH:33])=[O:32])[N:7]=2)=[C:9]([C:16]2[CH:21]=[C:20]([O:22][CH3:23])[CH:19]=[C:18]([CH3:24])[CH:17]=2)[N:10]=1)[CH3:15]. (3) Given the reactants Br[C:2]1[CH:3]=[C:4]([S:15][C:16]2[CH:21]=[CH:20][CH:19]=[CH:18][CH:17]=2)[C:5]([NH:8][C:9]2[S:10][CH:11]=[C:12]([CH3:14])[N:13]=2)=[N:6][CH:7]=1.C[Li].C([Li])CCC.[O:29]1[CH2:34][CH2:33][CH:32]([CH:35]=[O:36])[CH2:31][CH2:30]1.[NH4+].[Cl-:38].Cl, predict the reaction product. The product is: [ClH:38].[CH3:14][C:12]1[N:13]=[C:9]([NH:8][C:5]2[N:6]=[CH:7][C:2]([CH:35]([CH:32]3[CH2:33][CH2:34][O:29][CH2:30][CH2:31]3)[OH:36])=[CH:3][C:4]=2[S:15][C:16]2[CH:21]=[CH:20][CH:19]=[CH:18][CH:17]=2)[S:10][CH:11]=1. (4) Given the reactants [F:1][C:2]1[CH:7]=[CH:6][C:5]([C:8]2[CH2:13][CH2:12][CH2:11][CH2:10][C:9]=2[C:14]([NH:16][C:17]2[CH:22]=[CH:21][C:20]([N:23]([CH2:31][CH2:32][C:33]3[CH:38]=[CH:37][CH:36]=[CH:35][N:34]=3)C(=O)OC(C)(C)C)=[CH:19][CH:18]=2)=[O:15])=[CH:4][CH:3]=1.FC(F)(F)C(O)=O, predict the reaction product. The product is: [F:1][C:2]1[CH:7]=[CH:6][C:5]([C:8]2[CH2:13][CH2:12][CH2:11][CH2:10][C:9]=2[C:14]([NH:16][C:17]2[CH:18]=[CH:19][C:20]([NH:23][CH2:31][CH2:32][C:33]3[CH:38]=[CH:37][CH:36]=[CH:35][N:34]=3)=[CH:21][CH:22]=2)=[O:15])=[CH:4][CH:3]=1. (5) Given the reactants [C:1]([C:3]1[CH:8]=[CH:7][C:6]([N:9]2[C:13]([CH2:14][N:15]([CH3:26])[CH2:16][CH2:17][NH:18]C(=O)OC(C)(C)C)=[CH:12][CH:11]=[N:10]2)=[CH:5][CH:4]=1)#[N:2].[F:27][C:28]([F:33])([F:32])[C:29]([OH:31])=[O:30], predict the reaction product. The product is: [F:27][C:28]([F:33])([F:32])[C:29]([OH:31])=[O:30].[NH2:18][CH2:17][CH2:16][N:15]([CH2:14][C:13]1[N:9]([C:6]2[CH:5]=[CH:4][C:3]([C:1]#[N:2])=[CH:8][CH:7]=2)[N:10]=[CH:11][CH:12]=1)[CH3:26].